Dataset: Forward reaction prediction with 1.9M reactions from USPTO patents (1976-2016). Task: Predict the product of the given reaction. (1) The product is: [CH3:20][O:21][C:22]1[N:27]=[C:26]([NH:28][C:2]2[CH:3]=[CH:4][C:5]3[CH2:6][N:7]([CH3:19])[CH2:8][CH:9]([C:13]4[S:14][C:15]([CH3:18])=[CH:16][N:17]=4)[O:10][C:11]=3[N:12]=2)[CH:25]=[CH:24][C:23]=1[N:29]1[CH:33]=[C:32]([CH3:34])[N:31]=[CH:30]1. Given the reactants Cl[C:2]1[CH:3]=[CH:4][C:5]2[CH2:6][N:7]([CH3:19])[CH2:8][CH:9]([C:13]3[S:14][C:15]([CH3:18])=[CH:16][N:17]=3)[O:10][C:11]=2[N:12]=1.[CH3:20][O:21][C:22]1[N:27]=[C:26]([NH2:28])[CH:25]=[CH:24][C:23]=1[N:29]1[CH:33]=[C:32]([CH3:34])[N:31]=[CH:30]1, predict the reaction product. (2) Given the reactants [F:1][C:2]([F:33])([F:32])[CH2:3][O:4][C:5]1[CH:31]=[CH:30][C:8]([O:9][C:10]2[CH:11]=[C:12]([CH:27]=[CH:28][CH:29]=2)[CH:13]=[C:14]2[CH2:19][CH2:18][N:17](C(OC(C)(C)C)=O)[CH2:16][CH2:15]2)=[CH:7][CH:6]=1.FC(F)(F)C(O)=O, predict the reaction product. The product is: [F:33][C:2]([F:1])([F:32])[CH2:3][O:4][C:5]1[CH:6]=[CH:7][C:8]([O:9][C:10]2[CH:11]=[C:12]([CH:27]=[CH:28][CH:29]=2)[CH:13]=[C:14]2[CH2:15][CH2:16][NH:17][CH2:18][CH2:19]2)=[CH:30][CH:31]=1. (3) Given the reactants [Cl:1][C:2]1[CH:7]=[CH:6][CH:5]=[CH:4][C:3]=1[NH:8][N:9]=[C:10]([C:13]#[N:14])[C:11]#[N:12].ClC1C=CC=CC=1N.C(#N)CC#N.O.[NH2:29][NH2:30], predict the reaction product. The product is: [NH2:14][C:13]1[C:10](=[N:9][NH:8][C:3]2[CH:4]=[CH:5][CH:6]=[CH:7][C:2]=2[Cl:1])[C:11]([NH2:12])=[N:30][N:29]=1. (4) Given the reactants C(N(CC)CC)C.[CH3:8][N:9]1[CH2:14][CH2:13][NH:12][CH2:11][CH2:10]1.[N+:15]([C:18]1[CH:23]=[CH:22][C:21]([NH:24][C:25](=[O:28])[CH:26]=[CH2:27])=[CH:20][CH:19]=1)([O-:17])=[O:16], predict the reaction product. The product is: [CH3:8][N:9]1[CH2:14][CH2:13][N:12]([CH2:27][CH2:26][C:25]([NH:24][C:21]2[CH:22]=[CH:23][C:18]([N+:15]([O-:17])=[O:16])=[CH:19][CH:20]=2)=[O:28])[CH2:11][CH2:10]1. (5) Given the reactants C(O[C:9]([N:11](C)[C@H:12]([C:16]([OH:18])=[O:17])[C@@H:13]([CH3:15])[OH:14])=O)C1C=CC=CC=1, predict the reaction product. The product is: [CH3:9][NH:11][C@H:12]([C:16]([OH:18])=[O:17])[C@@H:13]([CH3:15])[OH:14]. (6) Given the reactants Cl.[Br:2][C:3]1[CH:4]=[CH:5][C:6]([S:11]([CH2:14][CH3:15])(=[O:13])=[O:12])=[C:7]([CH:10]=1)[CH2:8][NH2:9].[Cl:16][C:17]1[CH:18]=[C:19]([CH:23]=[C:24]([C:26]([F:29])([F:28])[F:27])[CH:25]=1)[C:20](O)=[O:21], predict the reaction product. The product is: [Br:2][C:3]1[CH:4]=[CH:5][C:6]([S:11]([CH2:14][CH3:15])(=[O:13])=[O:12])=[C:7]([CH:10]=1)[CH2:8][NH:9][C:20](=[O:21])[C:19]1[CH:23]=[C:24]([C:26]([F:27])([F:28])[F:29])[CH:25]=[C:17]([Cl:16])[CH:18]=1.